This data is from Reaction yield outcomes from USPTO patents with 853,638 reactions. The task is: Predict the reaction yield, written as a fraction of the theoretical maximum amount of product (1.0 means a 100% yield; for example, 0.34 means a 34% yield). (1) The reactants are [F:1][C:2]1[CH:7]=[C:6]([N+:8]([O-:10])=[O:9])[CH:5]=[C:4]([F:11])[C:3]=1[N:12]1[CH2:21][CH2:20][C:15]2(OCC[O:16]2)[CH2:14][CH2:13]1.O.Cl. The catalyst is CC(C)=O. The product is [F:1][C:2]1[CH:7]=[C:6]([N+:8]([O-:10])=[O:9])[CH:5]=[C:4]([F:11])[C:3]=1[N:12]1[CH2:21][CH2:20][C:15](=[O:16])[CH2:14][CH2:13]1. The yield is 0.810. (2) The reactants are [C:1]([C:3]1[C:4]([I:15])=[C:5]([C:10]([O:12][CH2:13][CH3:14])=[O:11])[S:6][C:7]=1SC)#[N:2].[CH:16]1C=C(Cl)C=C(C(OO)=O)C=1.[S:27]([O-:30])([O-])=[O:28].[Na+].[Na+].C(=O)([O-])[O-].[K+].[K+]. The catalyst is C(Cl)Cl.C1COCC1. The product is [I:15][C:4]1[C:3]([C:1]#[N:2])=[C:7]([S:27]([CH3:16])(=[O:30])=[O:28])[S:6][C:5]=1[C:10]([O:12][CH2:13][CH3:14])=[O:11]. The yield is 0.780. (3) The reactants are O1[C:5]2([CH2:10][CH2:9][CH:8]([N:11]3[C:16](=[O:17])[C:15]([CH2:18][C:19]4[CH:24]=[CH:23][C:22]([C:25]5[C:26]([C:31]#[N:32])=[CH:27][CH:28]=[CH:29][CH:30]=5)=[CH:21][CH:20]=4)=[C:14]([CH2:33][CH2:34][CH3:35])[N:13]4[N:36]=[CH:37][N:38]=[C:12]34)[CH2:7][CH2:6]2)[O:4]CC1.Cl.O1CCCC1. The catalyst is C(OCC)(=O)C. The product is [O:17]=[C:16]1[C:15]([CH2:18][C:19]2[CH:20]=[CH:21][C:22]([C:25]3[C:26]([C:31]#[N:32])=[CH:27][CH:28]=[CH:29][CH:30]=3)=[CH:23][CH:24]=2)=[C:14]([CH2:33][CH2:34][CH3:35])[N:13]2[N:36]=[CH:37][N:38]=[C:12]2[N:11]1[CH:8]1[CH2:7][CH2:6][C:5](=[O:4])[CH2:10][CH2:9]1. The yield is 0.770. (4) The reactants are [F:1][C:2]1[CH:3]=[C:4]2[C:8](=[CH:9][CH:10]=1)[NH:7][CH:6]=[C:5]2[CH:11]=[O:12].N1C2C(=CC=CC=2)C=[C:14]1C(OCC)=O. No catalyst specified. The product is [F:1][C:2]1[CH:3]=[C:4]2[C:8](=[CH:9][CH:10]=1)[N:7]([CH3:14])[CH:6]=[C:5]2[CH:11]=[O:12]. The yield is 0.500. (5) The reactants are C([Mg]Cl)(C)C.[Cl:6][C:7]1[C:12]([O:13][Si](C)(C)C)=[C:11]([C:18]([O:20][Si](C)(C)C)=[CH2:19])[CH:10]=[CH:9][C:8]=1[O:25][CH2:26][C:27]1[CH:32]=[CH:31][CH:30]=[C:29](I)[CH:28]=1.[H-].[Na+].[O:36]=[C:37]1[O:41][N:40]=[C:39]([C:42]2[CH:43]=[C:44]([CH:47]=[CH:48][CH:49]=2)[CH:45]=[O:46])[NH:38]1. The catalyst is O1CCCC1. The product is [C:18]([C:11]1[CH:10]=[CH:9][C:8]([O:25][CH2:26][C:27]2[CH:28]=[C:29]([CH:45]([OH:46])[C:44]3[CH:43]=[C:42]([C:39]4[NH:38][C:37](=[O:36])[O:41][N:40]=4)[CH:49]=[CH:48][CH:47]=3)[CH:30]=[CH:31][CH:32]=2)=[C:7]([Cl:6])[C:12]=1[OH:13])(=[O:20])[CH3:19]. The yield is 0.140. (6) The catalyst is CC(C)=O.O.O. The reactants are [C:1]1([C:7]2[CH:8]=[C:9]([CH:12]=[O:13])[S:10][CH:11]=2)[CH:6]=[CH:5][CH:4]=[CH:3][CH:2]=1.S(=O)(=O)([OH:16])N.Cl([O-])=O.[Na+]. The product is [C:1]1([C:7]2[CH:8]=[C:9]([C:12]([OH:16])=[O:13])[S:10][CH:11]=2)[CH:2]=[CH:3][CH:4]=[CH:5][CH:6]=1. The yield is 0.625. (7) The reactants are C([SiH](CC)CC)C.C([O:12][NH:13][C:14]([C@@:16]1([F:44])[CH2:20][CH2:19][CH2:18][C@H:17]1[NH:21][S:22]([C:25]1[CH:30]=[CH:29][C:28]([O:31][CH2:32][C:33]2[C:42]3[C:37](=[CH:38][CH:39]=[CH:40][CH:41]=3)[N:36]=[C:35]([CH3:43])[CH:34]=2)=[CH:27][CH:26]=1)(=[O:24])=[O:23])=[O:15])(C)(C)C. The catalyst is FC(F)(F)C(O)=O. The product is [F:44][C@:16]1([C:14]([NH:13][OH:12])=[O:15])[CH2:20][CH2:19][CH2:18][C@H:17]1[NH:21][S:22]([C:25]1[CH:30]=[CH:29][C:28]([O:31][CH2:32][C:33]2[C:42]3[C:37](=[CH:38][CH:39]=[CH:40][CH:41]=3)[N:36]=[C:35]([CH3:43])[CH:34]=2)=[CH:27][CH:26]=1)(=[O:23])=[O:24]. The yield is 0.910. (8) The reactants are [Br:1][C:2]1[CH:9]=[CH:8][C:5]([CH:6]=[CH2:7])=[CH:4][CH:3]=1.[N+](=[CH:12][C:13]([O:15][CH2:16][CH3:17])=[O:14])=[N-]. The catalyst is CC(OC)(C)C. The product is [Br:1][C:2]1[CH:9]=[CH:8][C:5]([C@H:6]2[CH2:7][C@@H:12]2[C:13]([O:15][CH2:16][CH3:17])=[O:14])=[CH:4][CH:3]=1. The yield is 0.880. (9) The reactants are [O:1]1[C:5]2[CH:6]=[CH:7][C:8]([C:10]3([C:13]([NH:15][C:16]4[CH:17]=[C:18]5[C:22](=[CH:23][CH:24]=4)[N:21]([CH2:25][CH2:26][CH2:27][C:28]([OH:30])=O)[C:20]([C:31]([CH3:34])([CH3:33])[CH3:32])=[CH:19]5)=[O:14])[CH2:12][CH2:11]3)=[CH:9][C:4]=2[O:3][CH2:2]1.CCN(CC)CC.CN(C(ON1N=NC2C=CC=CC1=2)=[N+](C)C)C.F[P-](F)(F)(F)(F)F.[CH2:66]([CH2:68][NH2:69])[OH:67]. The catalyst is CN(C=O)C. The product is [O:1]1[C:5]2[CH:6]=[CH:7][C:8]([C:10]3([C:13]([NH:15][C:16]4[CH:17]=[C:18]5[C:22](=[CH:23][CH:24]=4)[N:21]([CH2:25][CH2:26][CH2:27][C:28]([NH:69][CH2:68][CH2:66][OH:67])=[O:30])[C:20]([C:31]([CH3:32])([CH3:34])[CH3:33])=[CH:19]5)=[O:14])[CH2:12][CH2:11]3)=[CH:9][C:4]=2[O:3][CH2:2]1. The yield is 0.640. (10) The reactants are [N:1]([CH:4]([C:6]1[N:11]=[C:10]([CH3:12])[C:9]([F:13])=[CH:8][CH:7]=1)[CH3:5])=[N+]=[N-]. The catalyst is [Pd]. The product is [F:13][C:9]1[CH:8]=[CH:7][C:6]([CH:4]([NH2:1])[CH3:5])=[N:11][C:10]=1[CH3:12]. The yield is 0.830.